From a dataset of CYP1A2 inhibition data for predicting drug metabolism from PubChem BioAssay. Regression/Classification. Given a drug SMILES string, predict its absorption, distribution, metabolism, or excretion properties. Task type varies by dataset: regression for continuous measurements (e.g., permeability, clearance, half-life) or binary classification for categorical outcomes (e.g., BBB penetration, CYP inhibition). Dataset: cyp1a2_veith. (1) The molecule is Cc1nc(N=Nc2ccc(S(=O)(=O)[O-])cc2S(=O)(=O)[O-])c(COP(=O)([O-])[O-])c(C=O)c1O. The result is 0 (non-inhibitor). (2) The molecule is Cc1ccc(S(=O)(=O)NCCSc2nnnn2C)cc1. The result is 0 (non-inhibitor). (3) The drug is CNc1oc(-c2ccc(Cl)cc2)nc1C#N. The result is 1 (inhibitor). (4) The molecule is Cc1ccc(Nc2nc(N3CCOCC3)nc(N3CCOCC3)n2)cc1. The result is 1 (inhibitor). (5) The molecule is Cc1cc(OCc2ccc([N+](=O)[O-])cc2)c2c3c(c(=O)oc2c1)CCCC3. The result is 1 (inhibitor).